Predict the reactants needed to synthesize the given product. From a dataset of Full USPTO retrosynthesis dataset with 1.9M reactions from patents (1976-2016). (1) The reactants are: CSC.C([O:11][C@H:12]1[C@@H:17]([O:18]CC2C=CC=CC=2)[C@@H:16]([O:26]CC2C=CC=CC=2)[C@@H:15]([CH2:34][O:35]CC2C=CC=CC=2)[O:14][CH:13]1[C:43]1[C:52]2[C:47](=[CH:48][CH:49]=[CH:50][CH:51]=2)[CH:46]=[C:45]([CH2:53][C:54]2[S:58][C:57]3[CH:59]=[CH:60][C:61]([F:63])=[CH:62][C:56]=3[CH:55]=2)[CH:44]=1)C1C=CC=CC=1.C(=O)([O-])O.[Na+]. Given the product [F:63][C:61]1[CH:60]=[CH:59][C:57]2[S:58][C:54]([CH2:53][C:45]3[CH:44]=[C:43]([C@H:13]4[C@H:12]([OH:11])[C@@H:17]([OH:18])[C@H:16]([OH:26])[C@@H:15]([CH2:34][OH:35])[O:14]4)[C:52]4[C:47]([CH:46]=3)=[CH:48][CH:49]=[CH:50][CH:51]=4)=[CH:55][C:56]=2[CH:62]=1, predict the reactants needed to synthesize it. (2) Given the product [NH2:8][C@@H:9]([CH:41]([CH3:43])[CH3:42])[C:10]([N:12]1[CH2:17][CH2:16][N:15]([C:18]([O:20][CH2:21][C:22]2[CH:27]=[CH:26][CH:25]=[CH:24][CH:23]=2)=[O:19])[CH2:14][C@H:13]1[C:28]([NH:30][C@H:31]1[C:40]2[C:35](=[CH:36][CH:37]=[CH:38][CH:39]=2)[CH2:34][CH2:33][CH2:32]1)=[O:29])=[O:11], predict the reactants needed to synthesize it. The reactants are: C(OC([NH:8][C@@H:9]([CH:41]([CH3:43])[CH3:42])[C:10]([N:12]1[CH2:17][CH2:16][N:15]([C:18]([O:20][CH2:21][C:22]2[CH:27]=[CH:26][CH:25]=[CH:24][CH:23]=2)=[O:19])[CH2:14][C@H:13]1[C:28]([NH:30][C@H:31]1[C:40]2[C:35](=[CH:36][CH:37]=[CH:38][CH:39]=2)[CH2:34][CH2:33][CH2:32]1)=[O:29])=[O:11])=O)(C)(C)C.C(O)(C(F)(F)F)=O.